From a dataset of Reaction yield outcomes from USPTO patents with 853,638 reactions. Predict the reaction yield, written as a fraction of the theoretical maximum amount of product (1.0 means a 100% yield; for example, 0.34 means a 34% yield). (1) The reactants are [CH:1]([O:4][C:5]1[CH:10]=[CH:9][CH:8]=[CH:7][C:6]=1[NH:11][CH2:12][CH2:13][NH:14][CH2:15][C:16]1[CH:17]=[C:18]([C:22]([N:24]2[CH2:29][CH2:28][CH2:27][CH2:26][CH2:25]2)=[O:23])[CH:19]=[CH:20][CH:21]=1)([CH3:3])[CH3:2].[C:30]([O-])([O-])=O.[K+].[K+].IC. The catalyst is CN(C=O)C. The product is [CH:1]([O:4][C:5]1[CH:10]=[CH:9][CH:8]=[CH:7][C:6]=1[NH:11][CH2:12][CH2:13][N:14]([CH2:15][C:16]1[CH:17]=[C:18]([C:22]([N:24]2[CH2:25][CH2:26][CH2:27][CH2:28][CH2:29]2)=[O:23])[CH:19]=[CH:20][CH:21]=1)[CH3:30])([CH3:3])[CH3:2]. The yield is 0.470. (2) The reactants are C(=O)([O-])[O-].[K+].[K+].Br[CH:8]([C:13]([O:15][CH3:16])=[O:14])[C:9]([O:11][CH3:12])=[O:10].[N:17]1([C:23]([O:25][C:26]([CH3:29])([CH3:28])[CH3:27])=[O:24])[CH2:22][CH2:21][NH:20][CH2:19][CH2:18]1. The catalyst is C(#N)C. The product is [C:26]([O:25][C:23]([N:17]1[CH2:22][CH2:21][N:20]([CH:8]([C:13]([O:15][CH3:16])=[O:14])[C:9]([O:11][CH3:12])=[O:10])[CH2:19][CH2:18]1)=[O:24])([CH3:29])([CH3:27])[CH3:28]. The yield is 0.970. (3) The reactants are [Cl:1][C:2]1[C:3]([NH2:22])=[CH:4][C:5]2[N:9]=[C:8]([CH2:10][CH3:11])[N:7]([C:12]3[CH:17]=[CH:16][C:15]([CH2:18][CH2:19][Cl:20])=[CH:14][CH:13]=3)[C:6]=2[CH:21]=1.[C:23](Cl)(=[O:25])[CH3:24].O. The catalyst is N1C=CC=CC=1. The product is [Cl:1][C:2]1[C:3]([NH:22][C:23](=[O:25])[CH3:24])=[CH:4][C:5]2[N:9]=[C:8]([CH2:10][CH3:11])[N:7]([C:12]3[CH:13]=[CH:14][C:15]([CH2:18][CH2:19][Cl:20])=[CH:16][CH:17]=3)[C:6]=2[CH:21]=1. The yield is 0.980. (4) The product is [CH2:44]([O:43][P:42]([CH2:47][CH2:48][CH2:49][NH:50][C:11]([O:12][CH:13]([C:14]1[NH:15][C:16]([S:22][C:23]2[CH:24]=[C:25]([Cl:30])[CH:26]=[C:27]([Cl:29])[CH:28]=2)=[C:17]([CH:19]([CH3:20])[CH3:21])[N:18]=1)[CH2:60][C:61]1[CH:56]=[CH:55][N:54]=[CH:57][CH:59]=1)=[O:38])(=[O:46])[O:41][CH2:39][CH3:40])[CH3:45]. No catalyst specified. The yield is 0.790. The reactants are [N+](C1C=CC(O[C:11](=[O:38])[O:12][CH2:13][C:14]2[N:15](CC3C=CN=CC=3)[C:16]([S:22][C:23]3[CH:28]=[C:27]([Cl:29])[CH:26]=[C:25]([Cl:30])[CH:24]=3)=[C:17]([CH:19]([CH3:21])[CH3:20])[N:18]=2)=CC=1)([O-])=O.[CH2:39]([O:41][P:42]([CH2:47][CH2:48][CH2:49][NH2:50])(=[O:46])[O:43][CH2:44][CH3:45])[CH3:40].C([N:54]([CH:57]([CH3:59])C)[CH2:55][CH3:56])(C)C.[CH3:60][C:61]#N. (5) The reactants are [NH2:1][C:2]1[CH:6]=[CH:5][S:4][C:3]=1[C:7]([O:9][CH3:10])=[O:8].N1C=CC=CC=1.[C:17](O[C:17]([C:19]([F:22])([F:21])[F:20])=[O:18])([C:19]([F:22])([F:21])[F:20])=[O:18]. The catalyst is CC#N. The product is [F:20][C:19]([F:22])([F:21])[C:17]([NH:1][C:2]1[CH:6]=[CH:5][S:4][C:3]=1[C:7]([O:9][CH3:10])=[O:8])=[O:18]. The yield is 0.960. (6) The reactants are [CH3:1][O:2][C:3](=[O:23])[C@H:4]([CH2:13][NH:14][C:15](=[O:22])[C:16]1[CH:21]=[CH:20][CH:19]=[CH:18][CH:17]=1)[NH:5]C(OC(C)(C)C)=O. The catalyst is ClCCl.FC(F)(F)C(O)=O. The product is [CH3:1][O:2][C:3](=[O:23])[C@H:4]([CH2:13][NH:14][C:15](=[O:22])[C:16]1[CH:21]=[CH:20][CH:19]=[CH:18][CH:17]=1)[NH2:5]. The yield is 0.560.